The task is: Predict the reactants needed to synthesize the given product.. This data is from Full USPTO retrosynthesis dataset with 1.9M reactions from patents (1976-2016). (1) Given the product [Cl:21][C:13]1[CH:14]=[C:15]([N+:18]([O-:20])=[O:19])[CH:16]=[CH:17][C:12]=1[O:11][C:9]1[CH:8]=[CH:7][CH:6]=[C:5]2[C:10]=1[CH2:2][C:3](=[O:28])[N:4]2[CH2:22][CH:23]1[CH2:25][CH2:24]1, predict the reactants needed to synthesize it. The reactants are: Br[C:2]1[C:10]2[C:5](=[CH:6][CH:7]=[CH:8][C:9]=2[O:11][C:12]2[CH:17]=[CH:16][C:15]([N+:18]([O-:20])=[O:19])=[CH:14][C:13]=2[Cl:21])[N:4]([CH2:22][CH:23]2[CH2:25][CH2:24]2)[CH:3]=1.Cl.C(=O)([O-])[OH:28].[Na+]. (2) Given the product [CH2:11]([O:10][C:9]([N:1]1[CH2:8][CH2:7][CH2:6][C@H:2]1[C:3]([OH:5])=[O:4])=[O:18])[C:12]1[CH:17]=[CH:16][CH:15]=[CH:14][CH:13]=1, predict the reactants needed to synthesize it. The reactants are: [NH:1]1[CH2:8][CH2:7][CH2:6][C@H:2]1[C:3]([OH:5])=[O:4].[C:9](Cl)(=[O:18])[O:10][CH2:11][C:12]1[CH:17]=[CH:16][CH:15]=[CH:14][CH:13]=1. (3) Given the product [O:1]1[C:5]2[CH:6]=[CH:7][CH:8]=[CH:9][C:4]=2[N:3]=[C:2]1[NH:10][C:11]1[C:16]([Cl:17])=[CH:15][C:14]([CH2:18][C:19]([OH:21])=[O:20])=[C:13]([F:24])[CH:12]=1, predict the reactants needed to synthesize it. The reactants are: [O:1]1[C:5]2[CH:6]=[CH:7][CH:8]=[CH:9][C:4]=2[N:3]=[C:2]1[NH:10][C:11]1[C:16]([Cl:17])=[CH:15][C:14]([CH2:18][C:19]([O:21]CC)=[O:20])=[C:13]([F:24])[CH:12]=1.[OH-].[Na+].